This data is from Reaction yield outcomes from USPTO patents with 853,638 reactions. The task is: Predict the reaction yield, written as a fraction of the theoretical maximum amount of product (1.0 means a 100% yield; for example, 0.34 means a 34% yield). (1) The reactants are C(O)(C(F)(F)F)=O.[F:8][C:9]1[C:10]([CH:23]2[CH2:28][CH2:27][N:26]([CH:29]3[CH2:32][O:31][CH2:30]3)[CH2:25][CH2:24]2)=[C:11]([NH:15]C(=O)OC(C)(C)C)[CH:12]=[N:13][CH:14]=1. The catalyst is C(Cl)Cl. The product is [F:8][C:9]1[C:10]([CH:23]2[CH2:28][CH2:27][N:26]([CH:29]3[CH2:32][O:31][CH2:30]3)[CH2:25][CH2:24]2)=[C:11]([NH2:15])[CH:12]=[N:13][CH:14]=1. The yield is 0.880. (2) The reactants are Cl[C:2]1[CH:18]=[CH:17][C:5]2[C:6](=O)/[C:7](=[CH:12]/[N:13](C)[CH3:14])/[CH2:8][C:9](=[O:11])[NH:10][C:4]=2[CH:3]=1.CC1C(NC(N)=N)=CC=C(NC2CCN(C)CC2)[N:21]=1.C(=O)([O-])[O-].[K+].[K+].O. The catalyst is CCO. The product is [N:21]1[C:6]2[C:5]3[CH:17]=[CH:18][CH:2]=[CH:3][C:4]=3[NH:10][C:9](=[O:11])[CH2:8][C:7]=2[CH:12]=[N:13][CH:14]=1. The yield is 0.930. (3) The catalyst is [OH-].[Na+]. The product is [NH2:29][C@H:30]1[C:36]2[CH:37]=[CH:38][CH2:39][CH2:40][C:35]=2[CH2:34][CH2:33][N:32]([CH3:41])[C:31]1=[O:42]. The yield is 0.870. The reactants are C1(C)C=CC(C([C@@](C(O)=O)(O)[C@@](C(C2C=CC(C)=CC=2)=O)(O)C(O)=O)=O)=CC=1.[NH2:29][C@H:30]1[C:36]2[CH:37]=[CH:38][CH2:39][CH2:40][C:35]=2[CH2:34][CH2:33][N:32]([CH3:41])[C:31]1=[O:42]. (4) The reactants are C[C:2]([CH3:5])([O-])C.[K+].C1(C)C=CC(S(C[N+:17]#[C-])(=O)=O)=CC=1.[C:20]([O:24][CH3:25])(=[O:23])[CH:21]=[CH2:22].O. The catalyst is O1CCCC1. The product is [NH:17]1[CH:2]=[CH:5][C:21]([C:20]([O:24][CH3:25])=[O:23])=[CH:22]1. The yield is 0.410. (5) The yield is 0.880. The catalyst is CN(C=O)C. The reactants are [OH:1][C:2]1[C:3](=[O:29])[C:4]([C:18]2[N:22]([C:23]3[CH:28]=[CH:27][CH:26]=[CH:25][CH:24]=3)[N:21]=[CH:20][CH:19]=2)=[N:5][N:6]([C:8]2[CH:13]=[CH:12][CH:11]=[C:10]([C:14]([F:17])([F:16])[F:15])[CH:9]=2)[CH:7]=1.I[CH2:31][CH3:32].C([O-])([O-])=O.[K+].[K+].O. The product is [CH2:31]([O:1][C:2]1[C:3](=[O:29])[C:4]([C:18]2[N:22]([C:23]3[CH:24]=[CH:25][CH:26]=[CH:27][CH:28]=3)[N:21]=[CH:20][CH:19]=2)=[N:5][N:6]([C:8]2[CH:13]=[CH:12][CH:11]=[C:10]([C:14]([F:16])([F:15])[F:17])[CH:9]=2)[CH:7]=1)[CH3:32]. (6) The reactants are [H-].[Na+].[OH:3][CH:4]1[CH2:9][CH2:8][N:7]([CH3:10])[CH2:6][CH2:5]1.[Br:11][C:12]1[CH:13]=[C:14]([O:19][CH3:20])[CH:15]=[C:16](F)[CH:17]=1.O. The catalyst is CN(C=O)C. The product is [Br:11][C:12]1[CH:17]=[C:16]([CH:15]=[C:14]([O:19][CH3:20])[CH:13]=1)[O:3][CH:4]1[CH2:9][CH2:8][N:7]([CH3:10])[CH2:6][CH2:5]1. The yield is 0.500. (7) The reactants are [CH3:1][O:2][C:3](=[O:17])[CH2:4][C:5]1[CH:10]=[CH:9][C:8]([C:11]2[CH:16]=[CH:15][CH:14]=[CH:13][CH:12]=2)=[CH:7][CH:6]=1.[Br:18]N1C(=O)CCC1=O.C(OOC(=O)C1C=CC=CC=1)(=O)C1C=CC=CC=1.CC#N.O. The catalyst is C(Cl)(Cl)(Cl)Cl.O. The product is [CH3:1][O:2][C:3](=[O:17])[CH:4]([C:5]1[CH:10]=[CH:9][C:8]([C:11]2[CH:12]=[CH:13][CH:14]=[CH:15][CH:16]=2)=[CH:7][CH:6]=1)[Br:18]. The yield is 0.930.